This data is from Forward reaction prediction with 1.9M reactions from USPTO patents (1976-2016). The task is: Predict the product of the given reaction. (1) Given the reactants [CH2:1]([N:8]([C:26](=[O:36])[CH2:27][C:28]1[CH:33]=[C:32]([CH3:34])[CH:31]=[CH:30][C:29]=1[CH3:35])[C:9]1([C:17](NC2C=CC=CC=2)=[O:18])[CH2:14]CC(OC)[CH2:11][CH2:10]1)[C:2]1[CH:7]=[CH:6][CH:5]=[CH:4][CH:3]=1.CC(C)([O-])C.[K+].CN(C=O)C.C[CH2:49][O:50][C:51]([CH3:53])=O, predict the reaction product. The product is: [CH2:1]([N:8]1[C:9]2([CH2:14][CH2:53][CH:51]([O:50][CH3:49])[CH2:11][CH2:10]2)[C:17]([OH:18])=[C:27]([C:28]2[CH:33]=[C:32]([CH3:34])[CH:31]=[CH:30][C:29]=2[CH3:35])[C:26]1=[O:36])[C:2]1[CH:3]=[CH:4][CH:5]=[CH:6][CH:7]=1. (2) The product is: [ClH:24].[F:23][C:2]1([F:1])[CH2:3][NH:4][CH2:5][CH:6]1[NH:7][C:8](=[O:15])[CH2:9][CH2:10][S:11]([CH3:14])(=[O:13])=[O:12]. Given the reactants [F:1][C:2]1([F:23])[CH:6]([NH:7][C:8](=[O:15])[CH2:9][CH2:10][S:11]([CH3:14])(=[O:13])=[O:12])[CH2:5][N:4](C(OC(C)(C)C)=O)[CH2:3]1.[ClH:24], predict the reaction product. (3) Given the reactants [CH3:1][O:2][C:3]1[CH:8]=[CH:7][CH:6]=[C:5]([O:9][CH3:10])[C:4]=1[OH:11].[Br:12]Br, predict the reaction product. The product is: [Br:12][C:8]1[C:3]([O:2][CH3:1])=[C:4]([OH:11])[C:5]([O:9][CH3:10])=[CH:6][CH:7]=1. (4) Given the reactants [CH2:1]([O:3][C:4]1[CH:5]=[C:6]([CH:30]=[C:31]([O:34][CH2:35][CH3:36])[C:32]=1F)[CH2:7][N:8]1[CH2:13][CH2:12][CH:11]([NH:14][C:15]2[O:16][C:17]3[CH:23]=[CH:22][C:21]([O:24][CH2:25][CH:26]([OH:29])[CH2:27][OH:28])=[CH:20][C:18]=3[N:19]=2)[CH2:10][CH2:9]1)[CH3:2].C(OC1C=C(C=C(OCC)C=1[N:48]1[CH:52]=[CH:51][CH:50]=[CH:49]1)C=O)C.C([BH3-])#N.[Na+].C(N(C(C)C)C(C)C)C, predict the reaction product. The product is: [CH2:1]([O:3][C:4]1[CH:5]=[C:6]([CH:30]=[C:31]([O:34][CH2:35][CH3:36])[C:32]=1[N:48]1[CH:52]=[CH:51][CH:50]=[CH:49]1)[CH2:7][N:8]1[CH2:13][CH2:12][CH:11]([NH:14][C:15]2[O:16][C:17]3[CH:23]=[CH:22][C:21]([O:24][CH2:25][CH:26]([OH:29])[CH2:27][OH:28])=[CH:20][C:18]=3[N:19]=2)[CH2:10][CH2:9]1)[CH3:2]. (5) Given the reactants Br[C:2]1[N:7]=[C:6]([NH:8][CH2:9][C:10]2[CH:15]=[CH:14][CH:13]=[C:12]([F:16])[CH:11]=2)[CH:5]=[CH:4][CH:3]=1.[Cl:17][C:18]1[C:19](B(O)O)=[CH:20][C:21]([F:24])=[N:22][CH:23]=1.C(Cl)Cl.COCCOC, predict the reaction product. The product is: [Cl:17][C:18]1[C:19]([C:2]2[CH:3]=[CH:4][CH:5]=[C:6]([NH:8][CH2:9][C:10]3[CH:15]=[CH:14][CH:13]=[C:12]([F:16])[CH:11]=3)[N:7]=2)=[CH:20][C:21]([F:24])=[N:22][CH:23]=1. (6) Given the reactants CN(C=O)C.[CH3:6][O:7][C:8]1[CH:9]=[C:10](/[CH:20]=[CH:21]/[C:22]([OH:24])=O)[CH:11]=[CH:12][C:13]=1[N:14]1[CH:18]=[C:17]([CH3:19])[N:16]=[CH:15]1.[F:25][C:26]1[CH:31]=[CH:30][C:29]([C:32]([NH2:35])([CH3:34])[CH3:33])=[CH:28][CH:27]=1.C1C=CC2N(O)N=NC=2C=1, predict the reaction product. The product is: [F:25][C:26]1[CH:27]=[CH:28][C:29]([C:32]([NH:35][C:22](=[O:24])/[CH:21]=[CH:20]/[C:10]2[CH:11]=[CH:12][C:13]([N:14]3[CH:18]=[C:17]([CH3:19])[N:16]=[CH:15]3)=[C:8]([O:7][CH3:6])[CH:9]=2)([CH3:33])[CH3:34])=[CH:30][CH:31]=1. (7) Given the reactants [Cl:1][C:2]1[C:3]([C:10]([OH:12])=O)=[N:4][CH:5]=[C:6]([C:8]#[N:9])[CH:7]=1.C(Cl)(=O)C([Cl:16])=O, predict the reaction product. The product is: [Cl:1][C:2]1[C:3]([C:10]([Cl:16])=[O:12])=[N:4][CH:5]=[C:6]([C:8]#[N:9])[CH:7]=1. (8) Given the reactants [OH-].[Na+].[CH2:3]([C:10]1[C:18]2[C:13](=[CH:14][C:15]([OH:23])=[C:16]([C:19]([O:21]C)=[O:20])[CH:17]=2)[NH:12][N:11]=1)[C:4]1[CH:9]=[CH:8][CH:7]=[CH:6][CH:5]=1.Cl, predict the reaction product. The product is: [CH2:3]([C:10]1[C:18]2[C:13](=[CH:14][C:15]([OH:23])=[C:16]([C:19]([OH:21])=[O:20])[CH:17]=2)[NH:12][N:11]=1)[C:4]1[CH:5]=[CH:6][CH:7]=[CH:8][CH:9]=1. (9) The product is: [ClH:42].[CH:1]1([C:4]([NH:6][C:7]2[N:8]=[C:9]3[CH:14]=[CH:13][C:12]([O:15][C:16]4[CH:21]=[CH:20][C:19]([NH:22][C:23]([C:25]5[C:26](=[O:39])[N:27]([C:32]6[CH:37]=[CH:36][C:35]([F:38])=[CH:34][CH:33]=6)[C:28]([CH3:31])=[CH:29][CH:30]=5)=[O:24])=[CH:18][C:17]=4[F:40])=[CH:11][N:10]3[CH:41]=2)=[O:5])[CH2:3][CH2:2]1. Given the reactants [CH:1]1([C:4]([NH:6][C:7]2[N:8]=[C:9]3[CH:14]=[CH:13][C:12]([O:15][C:16]4[CH:21]=[CH:20][C:19]([NH:22][C:23]([C:25]5[C:26](=[O:39])[N:27]([C:32]6[CH:37]=[CH:36][C:35]([F:38])=[CH:34][CH:33]=6)[C:28]([CH3:31])=[CH:29][CH:30]=5)=[O:24])=[CH:18][C:17]=4[F:40])=[CH:11][N:10]3[CH:41]=2)=[O:5])[CH2:3][CH2:2]1.[ClH:42], predict the reaction product.